Dataset: NCI-60 drug combinations with 297,098 pairs across 59 cell lines. Task: Regression. Given two drug SMILES strings and cell line genomic features, predict the synergy score measuring deviation from expected non-interaction effect. (1) Drug 1: CC12CCC(CC1=CCC3C2CCC4(C3CC=C4C5=CN=CC=C5)C)O. Drug 2: C1=CC(=CC=C1CC(C(=O)O)N)N(CCCl)CCCl.Cl. Cell line: MCF7. Synergy scores: CSS=18.5, Synergy_ZIP=-5.04, Synergy_Bliss=-2.01, Synergy_Loewe=-8.38, Synergy_HSA=-2.06. (2) Drug 1: CC1C(C(=O)NC(C(=O)N2CCCC2C(=O)N(CC(=O)N(C(C(=O)O1)C(C)C)C)C)C(C)C)NC(=O)C3=C4C(=C(C=C3)C)OC5=C(C(=O)C(=C(C5=N4)C(=O)NC6C(OC(=O)C(N(C(=O)CN(C(=O)C7CCCN7C(=O)C(NC6=O)C(C)C)C)C)C(C)C)C)N)C. Drug 2: CC1=C2C(C(=O)C3(C(CC4C(C3C(C(C2(C)C)(CC1OC(=O)C(C(C5=CC=CC=C5)NC(=O)OC(C)(C)C)O)O)OC(=O)C6=CC=CC=C6)(CO4)OC(=O)C)O)C)O. Cell line: TK-10. Synergy scores: CSS=-7.48, Synergy_ZIP=6.28, Synergy_Bliss=5.79, Synergy_Loewe=-4.54, Synergy_HSA=-6.48. (3) Drug 1: COC1=NC(=NC2=C1N=CN2C3C(C(C(O3)CO)O)O)N. Drug 2: C1CN(CCN1C(=O)CCBr)C(=O)CCBr. Cell line: U251. Synergy scores: CSS=26.0, Synergy_ZIP=5.20, Synergy_Bliss=9.34, Synergy_Loewe=-11.1, Synergy_HSA=5.30. (4) Drug 1: CC(CN1CC(=O)NC(=O)C1)N2CC(=O)NC(=O)C2. Drug 2: CC(C)CN1C=NC2=C1C3=CC=CC=C3N=C2N. Cell line: COLO 205. Synergy scores: CSS=46.2, Synergy_ZIP=3.97, Synergy_Bliss=-2.23, Synergy_Loewe=-2.43, Synergy_HSA=-2.06. (5) Drug 1: CCC1(CC2CC(C3=C(CCN(C2)C1)C4=CC=CC=C4N3)(C5=C(C=C6C(=C5)C78CCN9C7C(C=CC9)(C(C(C8N6C)(C(=O)OC)O)OC(=O)C)CC)OC)C(=O)OC)O.OS(=O)(=O)O. Drug 2: C1CNP(=O)(OC1)N(CCCl)CCCl. Cell line: MALME-3M. Synergy scores: CSS=0.213, Synergy_ZIP=4.24, Synergy_Bliss=-0.124, Synergy_Loewe=-6.84, Synergy_HSA=-1.85.